From a dataset of NCI-60 drug combinations with 297,098 pairs across 59 cell lines. Regression. Given two drug SMILES strings and cell line genomic features, predict the synergy score measuring deviation from expected non-interaction effect. (1) Drug 1: COC1=C(C=C2C(=C1)N=CN=C2NC3=CC(=C(C=C3)F)Cl)OCCCN4CCOCC4. Drug 2: CC=C1C(=O)NC(C(=O)OC2CC(=O)NC(C(=O)NC(CSSCCC=C2)C(=O)N1)C(C)C)C(C)C. Cell line: SK-MEL-28. Synergy scores: CSS=57.4, Synergy_ZIP=2.16, Synergy_Bliss=0.750, Synergy_Loewe=-30.7, Synergy_HSA=3.53. (2) Synergy scores: CSS=3.51, Synergy_ZIP=-3.16, Synergy_Bliss=-1.36, Synergy_Loewe=1.80, Synergy_HSA=-0.533. Drug 2: CN(CCCl)CCCl.Cl. Drug 1: C1=CC(=CC=C1C#N)C(C2=CC=C(C=C2)C#N)N3C=NC=N3. Cell line: OVCAR-5.